From a dataset of Full USPTO retrosynthesis dataset with 1.9M reactions from patents (1976-2016). Predict the reactants needed to synthesize the given product. (1) Given the product [C:1]1([C:7]2[C:8]([C:16]3[CH:23]=[CH:22][C:19]([CH2:20][N:24]4[CH2:25][CH2:26][CH:27]([C:30]5[CH:39]=[N:38][C:37]6[C:32](=[CH:33][CH:34]=[CH:35][CH:36]=6)[N:31]=5)[CH2:28][CH2:29]4)=[CH:18][CH:17]=3)=[N:9][C:10]3[N:11]([CH:13]=[CH:14][N:15]=3)[CH:12]=2)[CH:6]=[CH:5][CH:4]=[CH:3][CH:2]=1, predict the reactants needed to synthesize it. The reactants are: [C:1]1([C:7]2[C:8]([C:16]3[CH:23]=[CH:22][C:19]([CH:20]=O)=[CH:18][CH:17]=3)=[N:9][C:10]3[N:11]([CH:13]=[CH:14][N:15]=3)[CH:12]=2)[CH:6]=[CH:5][CH:4]=[CH:3][CH:2]=1.[NH:24]1[CH2:29][CH2:28][CH:27]([C:30]2[CH:39]=[N:38][C:37]3[C:32](=[CH:33][CH:34]=[CH:35][CH:36]=3)[N:31]=2)[CH2:26][CH2:25]1. (2) The reactants are: [OH:1][CH2:2][CH:3]1[CH:7]=[CH:6][CH2:5][N:4]1[C:8]([O:10][C:11]([CH3:14])([CH3:13])[CH3:12])=[O:9].[Br:15][C:16]1[CH:21]=[CH:20][C:19]([O:22][CH3:23])=[CH:18][C:17]=1O.CCOC(/N=N/C(OCC)=O)=O. Given the product [Br:15][C:16]1[CH:21]=[CH:20][C:19]([O:22][CH3:23])=[CH:18][C:17]=1[O:1][CH2:2][CH:3]1[CH:7]=[CH:6][CH2:5][N:4]1[C:8]([O:10][C:11]([CH3:14])([CH3:13])[CH3:12])=[O:9], predict the reactants needed to synthesize it. (3) Given the product [CH3:24][C:22]1[CH:21]=[N:20][N:19]([CH2:18][C:15]2[CH:16]=[CH:17][C:12]([CH2:11][N:9]3[CH:10]=[C:6]([C:4]([OH:5])=[O:3])[N:7]=[CH:8]3)=[CH:13][CH:14]=2)[CH:23]=1, predict the reactants needed to synthesize it. The reactants are: C([O:3][C:4]([C:6]1[N:7]=[CH:8][N:9]([CH2:11][C:12]2[CH:17]=[CH:16][C:15]([CH2:18][N:19]3[CH:23]=[C:22]([CH3:24])[CH:21]=[N:20]3)=[CH:14][CH:13]=2)[CH:10]=1)=[O:5])C.O. (4) Given the product [F:1][C:2]1[CH:3]=[C:4]2[C:8](=[CH:9][CH:10]=1)[N:7]([CH2:11][C:12]([OH:14])=[O:13])[C:6]([CH3:19])=[C:5]2[C:20]1[C:29]2[C:24](=[CH:25][CH:26]=[CH:27][CH:28]=2)[C:23](=[O:30])[N:22]([CH2:31][CH:32]=[C:33]([CH3:35])[CH3:34])[N:21]=1, predict the reactants needed to synthesize it. The reactants are: [F:1][C:2]1[CH:3]=[C:4]2[C:8](=[CH:9][CH:10]=1)[N:7]([CH2:11][C:12]([O:14]C(C)(C)C)=[O:13])[C:6]([CH3:19])=[C:5]2[C:20]1[C:29]2[C:24](=[CH:25][CH:26]=[CH:27][CH:28]=2)[C:23](=[O:30])[N:22]([CH2:31][CH2:32][C:33](O)([CH3:35])[CH3:34])[N:21]=1.O.